This data is from HIV replication inhibition screening data with 41,000+ compounds from the AIDS Antiviral Screen. The task is: Binary Classification. Given a drug SMILES string, predict its activity (active/inactive) in a high-throughput screening assay against a specified biological target. The result is 0 (inactive). The molecule is Clc1ccc(Nc2ncco2)cc1Cl.